From a dataset of Catalyst prediction with 721,799 reactions and 888 catalyst types from USPTO. Predict which catalyst facilitates the given reaction. (1) Reactant: [Cl:1][C:2]1[CH:9]=[CH:8][CH:7]=[CH:6][C:3]=1[CH:4]=O.[C:10]([OH:16])(=[O:15])[CH2:11]C(O)=O.C([O-])(=O)C.[NH4+:21]. Product: [NH2:21][CH:4]([C:3]1[CH:6]=[CH:7][CH:8]=[CH:9][C:2]=1[Cl:1])[CH2:11][C:10]([OH:16])=[O:15]. The catalyst class is: 14. (2) Reactant: CN(C(ON1N=NC2C=CC=NC1=2)=[N+](C)C)C.F[P-](F)(F)(F)(F)F.[CH:25]1([C:31]2[C:32]3[CH:33]=[CH:34][C:35]([C:65](=[O:73])[NH:66][S:67]([CH:70]([CH3:72])[CH3:71])(=[O:69])=[O:68])=[CH:36][C:37]=3[N:38]3[CH2:44][C:43]([C:45]4[N:49]([CH:50]5[CH2:52][CH2:51]5)[N:48]=[C:47]([CH:53]([CH3:55])[CH3:54])[C:46]=4[C:56](O)=[O:57])=[CH:42][C:41]4[CH:59]=[C:60]([O:63][CH3:64])[CH:61]=[CH:62][C:40]=4[C:39]=23)[CH2:30][CH2:29][CH2:28][CH2:27][CH2:26]1.Cl.Cl.[CH3:76][N:77]1[CH2:83][CH:82]2[NH:84][CH:79]([CH2:80][CH2:81]2)[CH2:78]1.CCN(C(C)C)C(C)C. Product: [CH:25]1([C:31]2[C:32]3[CH:33]=[CH:34][C:35]([C:65]([NH:66][S:67]([CH:70]([CH3:72])[CH3:71])(=[O:68])=[O:69])=[O:73])=[CH:36][C:37]=3[N:38]3[CH2:44][C:43]([C:45]4[N:49]([CH:50]5[CH2:51][CH2:52]5)[N:48]=[C:47]([CH:53]([CH3:55])[CH3:54])[C:46]=4[C:56]([N:84]4[CH:82]5[CH2:81][CH2:80][CH:79]4[CH2:78][N:77]([CH3:76])[CH2:83]5)=[O:57])=[CH:42][C:41]4[CH:59]=[C:60]([O:63][CH3:64])[CH:61]=[CH:62][C:40]=4[C:39]=23)[CH2:26][CH2:27][CH2:28][CH2:29][CH2:30]1. The catalyst class is: 3. (3) Reactant: [CH3:1][N:2]1[C:10]2[N:9]=[CH:8][NH:7][C:6]=2[C:5](=[O:11])[NH:4][C:3]1=[O:12].C(=O)([O-])[O-].[K+].[K+].[CH2:19](Br)[C:20]1[CH:25]=[CH:24][CH:23]=[CH:22][CH:21]=1. Product: [CH2:19]([N:7]1[C:6]2[C:5](=[O:11])[NH:4][C:3](=[O:12])[N:2]([CH3:1])[C:10]=2[N:9]=[CH:8]1)[C:20]1[CH:25]=[CH:24][CH:23]=[CH:22][CH:21]=1. The catalyst class is: 42. (4) Reactant: [CH3:1][N:2]1[C:6]2=[C:7]3[CH:13]=[C:12]([C:14]4[CH:15]=[C:16]([CH2:20][C:21]([NH:23][CH2:24][CH2:25][N:26]5[CH2:31][CH2:30][N:29]([CH3:32])[CH2:28][CH2:27]5)=[O:22])[CH:17]=[CH:18][CH:19]=4)[N:11](S(C4C=CC(C)=CC=4)(=O)=O)[C:8]3=[N:9][CH:10]=[C:5]2[CH:4]=[N:3]1.[OH-].[Na+]. Product: [CH3:1][N:2]1[C:6]2=[C:7]3[CH:13]=[C:12]([C:14]4[CH:15]=[C:16]([CH2:20][C:21]([NH:23][CH2:24][CH2:25][N:26]5[CH2:31][CH2:30][N:29]([CH3:32])[CH2:28][CH2:27]5)=[O:22])[CH:17]=[CH:18][CH:19]=4)[NH:11][C:8]3=[N:9][CH:10]=[C:5]2[CH:4]=[N:3]1. The catalyst class is: 5. (5) Reactant: [Cl:1][C:2]1[C:3](=[O:17])[N:4]=[C:5]([C:9]2[CH:14]=[CH:13][CH:12]=[CH:11][C:10]=2[O:15][CH3:16])[NH:6][C:7]=1[CH3:8].[H-].[Li+].Br[CH2:21][CH2:22][C:23]1[CH:28]=[CH:27][CH:26]=[CH:25][CH:24]=1. Product: [Cl:1][C:2]1[C:3](=[O:17])[N:4]([CH2:21][CH2:22][C:23]2[CH:28]=[CH:27][CH:26]=[CH:25][CH:24]=2)[C:5]([C:9]2[CH:14]=[CH:13][CH:12]=[CH:11][C:10]=2[O:15][CH3:16])=[N:6][C:7]=1[CH3:8]. The catalyst class is: 3. (6) Reactant: C(OC([N:8]1[CH:12]=[CH:11][N:10]([CH2:13][C:14]2[CH:19]=[CH:18][C:17]([C:20]([P:23]([O:28][CH2:29][CH3:30])([O:25][CH2:26][CH3:27])=[O:24])([F:22])[F:21])=[C:16]([Br:31])[CH:15]=2)[C:9]1=[O:32])=O)(C)(C)C.Cl. Product: [CH2:26]([O:25][P:23]([C:20]([C:17]1[CH:18]=[CH:19][C:14]([CH2:13][N:10]2[CH:11]=[CH:12][NH:8][C:9]2=[O:32])=[CH:15][C:16]=1[Br:31])([F:21])[F:22])(=[O:24])[O:28][CH2:29][CH3:30])[CH3:27]. The catalyst class is: 12. (7) Reactant: [CH2:1]([N:3]1[C:7]2[N:8]=[C:9]([C:18]3[CH:23]=[CH:22][C:21]([NH:24][C:25]([NH:27][C:28]4[CH:36]=[CH:35][C:31]([C:32](O)=[O:33])=[CH:30][CH:29]=4)=[O:26])=[CH:20][CH:19]=3)[N:10]=[C:11]([N:12]3[CH2:17][CH2:16][O:15][CH2:14][CH2:13]3)[C:6]=2[N:5]=[N:4]1)[CH3:2].[CH3:37][C@@H:38]1[CH2:43][NH:42][CH2:41][CH2:40][NH:39]1.CCN(CC)CC.C1C=CC2N(O)N=NC=2C=1.CCN=C=NCCCN(C)C. Product: [CH2:1]([N:3]1[C:7]2[N:8]=[C:9]([C:18]3[CH:23]=[CH:22][C:21]([NH:24][C:25]([NH:27][C:28]4[CH:36]=[CH:35][C:31]([C:32]([N:42]5[CH2:41][CH2:40][NH:39][C@H:38]([CH3:37])[CH2:43]5)=[O:33])=[CH:30][CH:29]=4)=[O:26])=[CH:20][CH:19]=3)[N:10]=[C:11]([N:12]3[CH2:17][CH2:16][O:15][CH2:14][CH2:13]3)[C:6]=2[N:5]=[N:4]1)[CH3:2]. The catalyst class is: 1. (8) Product: [CH2:1]([O:3][C:4]([C:6]1[C:7]([O:12][CH:20]([CH3:31])[C:21]([C:23]2[CH:28]=[CH:27][C:26]([CH3:29])=[CH:25][C:24]=2[CH3:30])=[O:22])=[N:8][NH:9][C:10]=1[CH3:11])=[O:5])[CH3:2]. The catalyst class is: 3. Reactant: [CH2:1]([O:3][C:4]([C:6]1[C:7](=[O:12])[NH:8][NH:9][C:10]=1[CH3:11])=[O:5])[CH3:2].C([O-])([O-])=O.[K+].[K+].Br[CH:20]([CH3:31])[C:21]([C:23]1[CH:28]=[CH:27][C:26]([CH3:29])=[CH:25][C:24]=1[CH3:30])=[O:22].O. (9) Reactant: [I:1][C:2]1[CH:3]=[C:4]([CH:16]=[C:17]([O:21][CH3:22])[C:18]=1[O:19][CH3:20])[CH2:5][CH:6]([C:12](=O)[CH2:13][CH3:14])[C:7](OCC)=[O:8].C(=O)(O)O.[NH2:27][C:28]([NH2:30])=[NH:29]. Product: [NH2:30][C:28]1[N:29]=[C:7]([OH:8])[C:6]([CH2:5][C:4]2[CH:16]=[C:17]([O:21][CH3:22])[C:18]([O:19][CH3:20])=[C:2]([I:1])[CH:3]=2)=[C:12]([CH2:13][CH3:14])[N:27]=1. The catalyst class is: 8.